From a dataset of Catalyst prediction with 721,799 reactions and 888 catalyst types from USPTO. Predict which catalyst facilitates the given reaction. (1) The catalyst class is: 5. Product: [C:19]([O:18][C:16]([NH:15][C:13]1[O:14][C:10]([C:8]2[S:7][CH:6]=[C:5]([C:3]([OH:4])=[O:2])[CH:9]=2)=[CH:11][N:12]=1)=[O:17])([CH3:22])([CH3:20])[CH3:21]. Reactant: C[O:2][C:3]([C:5]1[CH:9]=[C:8]([C:10]2[O:14][C:13]([NH:15][C:16]([O:18][C:19]([CH3:22])([CH3:21])[CH3:20])=[O:17])=[N:12][CH:11]=2)[S:7][CH:6]=1)=[O:4].[OH-].[Na+]. (2) Reactant: [NH2:1][C:2]1[CH:7]=[CH:6][C:5]([O:8][CH3:9])=[CH:4][C:3]=1[SH:10].[Cl:11][C:12]1[N:17]=[N:16][C:15]([C:18]2[CH:25]=[CH:24][C:21]([CH:22]=O)=[CH:20][CH:19]=2)=[CH:14][CH:13]=1. Product: [Cl:11][C:12]1[N:17]=[N:16][C:15]([C:18]2[CH:25]=[CH:24][C:21]([C:22]3[S:10][C:3]4[CH:4]=[C:5]([O:8][CH3:9])[CH:6]=[CH:7][C:2]=4[N:1]=3)=[CH:20][CH:19]=2)=[CH:14][CH:13]=1. The catalyst class is: 16. (3) Reactant: [Cl:1][C:2]1[CH:3]=[C:4]2[C:8](=[CH:9][C:10]=1[Cl:11])[NH:7][CH:6]=[C:5]2[CH2:12][CH2:13][NH2:14].[F:15][C:16]1[CH:17]=[C:18]([CH:29]=[CH:30][CH:31]=1)[CH2:19][C:20]1[CH:28]=[CH:27][C:23]([C:24](O)=[O:25])=[CH:22][CH:21]=1.CN(C(ON1N=NC2C=CC=NC1=2)=[N+](C)C)C.F[P-](F)(F)(F)(F)F.C(N(CC)C(C)C)(C)C. Product: [Cl:1][C:2]1[CH:3]=[C:4]2[C:8](=[CH:9][C:10]=1[Cl:11])[NH:7][CH:6]=[C:5]2[CH2:12][CH2:13][NH:14][C:24](=[O:25])[C:23]1[CH:22]=[CH:21][C:20]([CH2:19][C:18]2[CH:29]=[CH:30][CH:31]=[C:16]([F:15])[CH:17]=2)=[CH:28][CH:27]=1. The catalyst class is: 3. (4) Reactant: [F:1][C:2]1[CH:7]=[C:6]([CH2:8][C:9]([C:11]2[CH:16]=[CH:15][N:14]=[CH:13][CH:12]=2)=[O:10])[CH:5]=[CH:4][N:3]=1.[Br:17]Br. Product: [BrH:17].[Br:17][CH:8]([C:6]1[CH:5]=[CH:4][N:3]=[C:2]([F:1])[CH:7]=1)[C:9]([C:11]1[CH:16]=[CH:15][N:14]=[CH:13][CH:12]=1)=[O:10]. The catalyst class is: 342. (5) The catalyst class is: 1. Product: [O:8]1[CH2:11][CH2:10][NH:1][C:2]2[CH:7]=[CH:6][CH:5]=[CH:4][C:3]1=2. Reactant: [NH2:1][C:2]1[CH:7]=[CH:6][CH:5]=[CH:4][C:3]=1[OH:8].Br[CH2:10][CH2:11]Br.C([O-])([O-])=O.[K+].[K+].O. (6) Reactant: [OH:1][C:2]12[CH2:11][CH:6]3[CH2:7][CH:8]([CH2:10][C:4]([C:12](=[O:15])[CH2:13][CH3:14])([CH2:5]3)[CH2:3]1)[CH2:9]2.B.[Na]. Product: [OH:1][C:2]12[CH2:11][CH:6]3[CH2:7][CH:8]([CH2:10][C:4]([CH:12]([OH:15])[CH2:13][CH3:14])([CH2:5]3)[CH2:3]1)[CH2:9]2. The catalyst class is: 7. (7) Reactant: [CH3:1][C:2]1[C:11]2[C:6](=[CH:7][CH:8]=[C:9]([O:12][C@H:13]3[CH2:18][CH2:17][CH2:16][NH:15][CH2:14]3)[CH:10]=2)[C:5](=[O:19])[NH:4][CH:3]=1.OC1C=C2C(=CC=1)C(=O)NC=C2C.C(=O)([O-])[O-].[K+].[K+].[C:39]([O:43][C:44](N1CCC[C@@H](OS(C)(=O)=O)C1)=[O:45])([CH3:42])([CH3:41])[CH3:40]. Product: [C:39]([O:43][C:44]([N:15]1[CH2:16][CH2:17][CH2:18][C@H:13]([O:12][C:9]2[CH:10]=[C:11]3[C:6](=[CH:7][CH:8]=2)[C:5](=[O:19])[NH:4][CH:3]=[C:2]3[CH3:1])[CH2:14]1)=[O:45])([CH3:42])([CH3:41])[CH3:40]. The catalyst class is: 3. (8) The catalyst class is: 3. Reactant: [OH:1][C:2]1[CH:11]=[C:10]2[C:5]([C:6]([NH:12][C:13]3[CH:18]=[CH:17][C:16]([Cl:19])=[CH:15][C:14]=3[F:20])=[N:7][CH:8]=[N:9]2)=[CH:4][C:3]=1[O:21][CH3:22].C(=O)([O-])[O-].[K+].[K+].Br[CH2:30][CH:31]1[O:33][CH2:32]1.O. Product: [Cl:19][C:16]1[CH:17]=[CH:18][C:13]([NH:12][C:6]2[C:5]3[C:10](=[CH:11][C:2]([O:1][CH2:30][CH:31]4[O:33][CH2:32]4)=[C:3]([O:21][CH3:22])[CH:4]=3)[N:9]=[CH:8][N:7]=2)=[C:14]([F:20])[CH:15]=1.